This data is from Reaction yield outcomes from USPTO patents with 853,638 reactions. The task is: Predict the reaction yield, written as a fraction of the theoretical maximum amount of product (1.0 means a 100% yield; for example, 0.34 means a 34% yield). (1) The reactants are [C@H:1]12[N:7]([C:8]([O:10][C:11]([CH3:14])([CH3:13])[CH3:12])=[O:9])[C@H:6]1[CH2:5][CH2:4][N:3]([C:15]([O:17][CH2:18][C:19]1[CH:24]=[CH:23][CH:22]=[CH:21][CH:20]=1)=[O:16])[CH2:2]2.[CH:25]1([Mg]Br)[CH2:30][CH2:29][CH2:28][CH2:27][CH2:26]1.C1COCC1.[NH4+].[Cl-]. The catalyst is [Cu]I. The product is [C:11]([O:10][C:8]([NH:7][C@H:1]1[C@H:6]([CH:25]2[CH2:30][CH2:29][CH2:28][CH2:27][CH2:26]2)[CH2:5][CH2:4][N:3]([C:15]([O:17][CH2:18][C:19]2[CH:24]=[CH:23][CH:22]=[CH:21][CH:20]=2)=[O:16])[CH2:2]1)=[O:9])([CH3:14])([CH3:13])[CH3:12].[C:11]([O:10][C:8]([NH:7][C@H:6]1[CH2:5][CH2:4][N:3]([C:15]([O:17][CH2:18][C:19]2[CH:24]=[CH:23][CH:22]=[CH:21][CH:20]=2)=[O:16])[CH2:2][C@@H:1]1[CH:25]1[CH2:30][CH2:29][CH2:28][CH2:27][CH2:26]1)=[O:9])([CH3:14])([CH3:12])[CH3:13]. The yield is 0.230. (2) The reactants are [NH2:1][CH2:2][CH:3]([S:8]([OH:11])(=[O:10])=[O:9])[CH2:4][C:5]([OH:7])=[O:6].[C:12]1(=[O:18])[O:17][C:15](=[O:16])[CH:14]=[CH:13]1. The catalyst is CC(N(C)C)=O. The product is [C:5]([CH2:4][CH:3]([S:8]([OH:11])(=[O:9])=[O:10])[CH2:2][NH:1][C:12](=[O:18])/[CH:13]=[CH:14]\[C:15]([OH:17])=[O:16])([OH:7])=[O:6]. The yield is 0.830. (3) The reactants are [C:1]([C:3]1[CH:4]=[C:5]([C:9]2[CH:14]=[CH:13][C:12]([S:15]([NH:18][C@H:19]([C:23]([O:25][CH3:26])=[O:24])[CH:20]([CH3:22])[CH3:21])(=[O:17])=[O:16])=[CH:11][CH:10]=2)[CH:6]=[CH:7][CH:8]=1)#[N:2].N.CO. The catalyst is C1COCC1.[Ni]. The product is [NH2:2][CH2:1][C:3]1[CH:4]=[C:5]([C:9]2[CH:10]=[CH:11][C:12]([S:15]([NH:18][C@H:19]([C:23]([O:25][CH3:26])=[O:24])[CH:20]([CH3:21])[CH3:22])(=[O:17])=[O:16])=[CH:13][CH:14]=2)[CH:6]=[CH:7][CH:8]=1. The yield is 0.760.